This data is from Peptide-MHC class I binding affinity with 185,985 pairs from IEDB/IMGT. The task is: Regression. Given a peptide amino acid sequence and an MHC pseudo amino acid sequence, predict their binding affinity value. This is MHC class I binding data. (1) The binding affinity (normalized) is 0.0847. The peptide sequence is EVMPVSMAK. The MHC is HLA-B15:01 with pseudo-sequence HLA-B15:01. (2) The MHC is H-2-Kb with pseudo-sequence H-2-Kb. The peptide sequence is SIIQAHNL. The binding affinity (normalized) is 0.960. (3) The peptide sequence is EENLLDFVRF. The MHC is HLA-A24:03 with pseudo-sequence HLA-A24:03. The binding affinity (normalized) is 0.213. (4) The peptide sequence is TAEQLSKYV. The MHC is HLA-A02:03 with pseudo-sequence HLA-A02:03. The binding affinity (normalized) is 0.159. (5) The peptide sequence is MPTYIRNTL. The MHC is HLA-A03:01 with pseudo-sequence HLA-A03:01. The binding affinity (normalized) is 0. (6) The binding affinity (normalized) is 0.0112. The MHC is Mamu-A2201 with pseudo-sequence Mamu-A2201. The peptide sequence is MSYKLAIDM.